Dataset: Reaction yield outcomes from USPTO patents with 853,638 reactions. Task: Predict the reaction yield, written as a fraction of the theoretical maximum amount of product (1.0 means a 100% yield; for example, 0.34 means a 34% yield). (1) The reactants are C([O:3][C:4](=[O:25])[CH2:5][N:6]1[CH2:9][C:8]2([CH2:13][CH2:12][CH2:11][N:10]2[C:14]([O:16][CH2:17][C:18]2[CH:23]=[CH:22][CH:21]=[CH:20][CH:19]=2)=[O:15])[C:7]1=[O:24])C.O[Li].O. The catalyst is C1COCC1.O. The product is [CH2:17]([O:16][C:14]([N:10]1[CH2:11][CH2:12][CH2:13][C:8]21[C:7](=[O:24])[N:6]([CH2:5][C:4]([OH:25])=[O:3])[CH2:9]2)=[O:15])[C:18]1[CH:19]=[CH:20][CH:21]=[CH:22][CH:23]=1. The yield is 0.853. (2) The reactants are [CH3:1][S:2]([CH2:5][CH2:6][NH2:7])(=[O:4])=[O:3].CCN(C(C)C)C(C)C.[CH3:17][O:18][C:19](=[O:30])[C:20]1[CH:25]=[CH:24][C:23](F)=[C:22]([N+:27]([O-:29])=[O:28])[CH:21]=1. The yield is 0.830. The product is [CH3:17][O:18][C:19](=[O:30])[C:20]1[CH:25]=[CH:24][C:23]([NH:7][CH2:6][CH2:5][S:2]([CH3:1])(=[O:4])=[O:3])=[C:22]([N+:27]([O-:29])=[O:28])[CH:21]=1. The catalyst is CN(C=O)C.O. (3) The reactants are [CH2:1]1[C:3]([NH2:7])([C:4]([OH:6])=[O:5])[CH2:2]1.Cl[Si](C)(C)C.CCN(C(C)C)C(C)C.Cl[C:23]([O:25][CH:26](Cl)[CH:27](C)C)=[O:24].[C:31]12([C:41]([OH:43])=[O:42])[CH2:40][CH:35]3[CH2:36][CH:37]([CH2:39][CH:33]([CH2:34]3)[CH2:32]1)[CH2:38]2. The catalyst is C(Cl)(Cl)Cl. The product is [C:31]12([C:41]([O:43][CH2:27][CH2:26][O:25][C:23]([NH:7][C:3]3([C:4]([OH:6])=[O:5])[CH2:2][CH2:1]3)=[O:24])=[O:42])[CH2:40][CH:35]3[CH2:36][CH:37]([CH2:39][CH:33]([CH2:34]3)[CH2:32]1)[CH2:38]2. The yield is 0.0640.